Dataset: Full USPTO retrosynthesis dataset with 1.9M reactions from patents (1976-2016). Task: Predict the reactants needed to synthesize the given product. (1) The reactants are: [CH3:1][C:2]1[CH:8]=[CH:7][CH:6]=[C:5]([CH3:9])[C:3]=1[NH2:4].C([O-])(O)=O.[Na+].[Cl:15][CH2:16][C:17](Cl)=[O:18]. Given the product [CH3:1][C:2]1[CH:8]=[CH:7][CH:6]=[C:5]([CH3:9])[C:3]=1[NH:4][C:17](=[O:18])[CH2:16][Cl:15], predict the reactants needed to synthesize it. (2) Given the product [NH2:26][C:23]1[CH:22]=[N:21][C:20]([C:18]([N:15]2[CH2:16][CH2:17][N:12]([CH2:11][C:10]3[CH:9]=[C:8]([CH:36]=[CH:35][CH:34]=3)[C:6]([NH:5][C:1]([CH3:4])([CH3:2])[CH3:3])=[O:7])[CH2:13][CH2:14]2)=[O:19])=[CH:25][N:24]=1, predict the reactants needed to synthesize it. The reactants are: [C:1]([NH:5][C:6]([C:8]1[CH:9]=[C:10]([CH:34]=[CH:35][CH:36]=1)[CH2:11][N:12]1[CH2:17][CH2:16][N:15]([C:18]([C:20]2[N:21]=[CH:22][C:23]([NH:26]C(=O)OC(C)(C)C)=[N:24][CH:25]=2)=[O:19])[CH2:14][CH2:13]1)=[O:7])([CH3:4])([CH3:3])[CH3:2].FC(F)(F)C(O)=O. (3) Given the product [NH:15]1[C:16]2[C:12](=[CH:11][C:10]([NH:9][C@H:5]3[CH2:6][CH2:7][CH2:8][N:3]([CH2:19][C:21]4[CH:31]=[CH:30][C:24]([C:25]([O:27][CH2:28][CH3:29])=[O:26])=[CH:23][CH:22]=4)[CH2:4]3)=[CH:18][CH:17]=2)[CH:13]=[N:14]1, predict the reactants needed to synthesize it. The reactants are: Cl.Cl.[NH:3]1[CH2:8][CH2:7][CH2:6][C@H:5]([NH:9][C:10]2[CH:11]=[C:12]3[C:16](=[CH:17][CH:18]=2)[NH:15][N:14]=[CH:13]3)[CH2:4]1.[CH:19]([C:21]1[CH:31]=[CH:30][C:24]([C:25]([O:27][CH2:28][CH3:29])=[O:26])=[CH:23][CH:22]=1)=O.C(O[BH-](OC(=O)C)OC(=O)C)(=O)C.[Na+]. (4) Given the product [CH2:20]([O:1][C@@H:2]([CH2:6][C:7]1[CH:8]=[CH:9][C:10]([O:13][C:14]([CH3:17])([CH3:16])[CH3:15])=[CH:11][CH:12]=1)[C:3]([OH:5])=[O:4])[CH3:21], predict the reactants needed to synthesize it. The reactants are: [OH:1][C@@H:2]([CH2:6][C:7]1[CH:12]=[CH:11][C:10]([O:13][C:14]([CH3:17])([CH3:16])[CH3:15])=[CH:9][CH:8]=1)[C:3]([OH:5])=[O:4].[H-].[Na+].[CH2:20](I)[CH3:21]. (5) Given the product [Cl:1][C:2]1[CH:7]=[CH:6][CH:5]=[C:4]([F:8])[C:3]=1[CH2:9][N:10]([CH2:13][C:14]1[N:15]=[CH:16][C:17]([CH2:20][OH:21])=[CH:18][CH:19]=1)[CH2:11][CH3:12], predict the reactants needed to synthesize it. The reactants are: [Cl:1][C:2]1[CH:7]=[CH:6][CH:5]=[C:4]([F:8])[C:3]=1[CH2:9][N:10]([CH2:13][C:14]1[CH:19]=[CH:18][C:17]([CH2:20][O:21][Si](C(C)(C)C)(C)C)=[CH:16][N:15]=1)[CH2:11][CH3:12].F.F.F.C(N(CC)CC)C. (6) Given the product [C:24]([NH:23][S:20]([C:5]1[CH:6]=[C:7]([C:11]2[CH:16]=[CH:15][CH:14]=[C:13]([N+:17]([O-:19])=[O:18])[CH:12]=2)[C:8]([O:9][CH3:10])=[C:3]([CH:1]=[O:2])[CH:4]=1)(=[O:22])=[O:21])(=[O:31])[C:25]1[CH:30]=[CH:29][CH:28]=[CH:27][CH:26]=1, predict the reactants needed to synthesize it. The reactants are: [CH:1]([C:3]1[CH:4]=[C:5]([S:20]([NH2:23])(=[O:22])=[O:21])[CH:6]=[C:7]([C:11]2[CH:16]=[CH:15][CH:14]=[C:13]([N+:17]([O-:19])=[O:18])[CH:12]=2)[C:8]=1[O:9][CH3:10])=[O:2].[C:24](Cl)(=[O:31])[C:25]1[CH:30]=[CH:29][CH:28]=[CH:27][CH:26]=1. (7) Given the product [CH2:1]([N:3]1[CH:7]=[CH:6][CH:5]=[C:4]1[C:8]([N:50]1[CH2:51][CH2:52][N:47]([C:45]([NH:44][CH:41]2[CH2:42][CH2:43][N:38]([C:35]3[CH:34]=[CH:33][C:32]([C:30](=[O:31])[NH:29][CH2:28][CH2:27][N:24]4[CH2:23][CH2:22][O:21][CH2:26][CH2:25]4)=[CH:37][CH:36]=3)[CH2:39][CH2:40]2)=[O:46])[CH2:48][CH2:49]1)=[O:10])[CH3:2], predict the reactants needed to synthesize it. The reactants are: [CH2:1]([N:3]1[CH:7]=[CH:6][CH:5]=[C:4]1[C:8]([OH:10])=O)[CH3:2].C1C=CC2N(O)N=NC=2C=1.[O:21]1[CH2:26][CH2:25][N:24]([CH2:27][CH2:28][NH:29][C:30]([C:32]2[CH:37]=[CH:36][C:35]([N:38]3[CH2:43][CH2:42][CH:41]([NH:44][C:45]([N:47]4[CH2:52][CH2:51][NH:50][CH2:49][CH2:48]4)=[O:46])[CH2:40][CH2:39]3)=[CH:34][CH:33]=2)=[O:31])[CH2:23][CH2:22]1.C(=O)(O)[O-].[Na+]. (8) Given the product [Cl:27][C:21]1[C:22]([Cl:26])=[CH:23][CH:24]=[CH:25][C:20]=1[CH:18]([OH:19])[CH2:17][NH:16][C:9](=[O:10])[O:11][C:12]([CH3:13])([CH3:14])[CH3:15], predict the reactants needed to synthesize it. The reactants are: [C:9](O[C:9]([O:11][C:12]([CH3:15])([CH3:14])[CH3:13])=[O:10])([O:11][C:12]([CH3:15])([CH3:14])[CH3:13])=[O:10].[NH2:16][CH2:17][CH:18]([C:20]1[CH:25]=[CH:24][CH:23]=[C:22]([Cl:26])[C:21]=1[Cl:27])[OH:19]. (9) Given the product [NH2:1][C:2]1[C:3]([C:9]([NH:11][C:12]2[CH:13]=[N:14][CH:15]=[CH:16][CH:17]=2)=[O:10])=[N:4][C:5]([C:29]2[CH:30]=[CH:31][C:26]([S:23]([N:18]3[CH2:19][CH2:20][CH2:21][CH2:22]3)(=[O:25])=[O:24])=[CH:27][CH:28]=2)=[CH:6][N:7]=1, predict the reactants needed to synthesize it. The reactants are: [NH2:1][C:2]1[C:3]([C:9]([NH:11][C:12]2[CH:13]=[N:14][CH:15]=[CH:16][CH:17]=2)=[O:10])=[N:4][C:5](Br)=[CH:6][N:7]=1.[N:18]1([S:23]([C:26]2[CH:31]=[CH:30][C:29](B(O)O)=[CH:28][CH:27]=2)(=[O:25])=[O:24])[CH2:22][CH2:21][CH2:20][CH2:19]1.C(=O)([O-])[O-].[Na+].[Na+].